From a dataset of Forward reaction prediction with 1.9M reactions from USPTO patents (1976-2016). Predict the product of the given reaction. Given the reactants [CH3:1][C:2]1[C:3]([CH:21]=C)=[C:4]([CH:9]=[C:10]([CH2:13][C:14]2[CH:15]=[N:16][C:17]([CH3:20])=[CH:18][CH:19]=2)[C:11]=1[CH3:12])[C:5]([O:7][CH3:8])=[O:6].CC(C)=[O:25].C(#N)C.I([O-])(=O)(=O)=O.[Na+], predict the reaction product. The product is: [CH:21]([C:3]1[C:2]([CH3:1])=[C:11]([CH3:12])[C:10]([CH2:13][C:14]2[CH:15]=[N:16][C:17]([CH3:20])=[CH:18][CH:19]=2)=[CH:9][C:4]=1[C:5]([O:7][CH3:8])=[O:6])=[O:25].